Dataset: Forward reaction prediction with 1.9M reactions from USPTO patents (1976-2016). Task: Predict the product of the given reaction. (1) Given the reactants [Cl-].[Li+].C1(C)C=CC(S(O)(=O)=[O:10])=CC=1.C12CC(CC1)C=C2.[OH2:21].C[C:23]1[C:32]2[C:27](=[CH:28][CH:29]=[CH:30][CH:31]=2)[CH:26]=CC=1, predict the reaction product. The product is: [CH:32]12[CH2:23][CH:29]([CH2:30][CH2:31]1)[CH2:28][CH:27]2[C:26]([OH:10])=[O:21]. (2) Given the reactants [N+:1]([C:4]1[CH:5]=[CH:6][C:7]([N:10]2[CH2:13][CH:12]([OH:14])[CH2:11]2)=[N:8][CH:9]=1)([O-:3])=[O:2].[H-].[Na+].[CH3:17]I, predict the reaction product. The product is: [CH3:17][O:14][CH:12]1[CH2:11][N:10]([C:7]2[CH:6]=[CH:5][C:4]([N+:1]([O-:3])=[O:2])=[CH:9][N:8]=2)[CH2:13]1. (3) Given the reactants Br[C:2]1[C:7]2=[CH:8][N:9]([C:11]3[C:16]([Cl:17])=[CH:15][CH:14]=[CH:13][C:12]=3[Cl:18])[N:10]=[C:6]2[C:5]([Cl:19])=[CH:4][N:3]=1.[NH2:20][C:21]1[N:26]=[CH:25][N:24]=[C:23]([CH2:27][OH:28])[CH:22]=1.CC1(C)C2C(=C(P(C3C=CC=CC=3)C3C=CC=CC=3)C=CC=2)OC2C(P(C3C=CC=CC=3)C3C=CC=CC=3)=CC=CC1=2.C(=O)([O-])[O-].[Cs+].[Cs+], predict the reaction product. The product is: [Cl:19][C:5]1[C:6]2[C:7](=[CH:8][N:9]([C:11]3[C:16]([Cl:17])=[CH:15][CH:14]=[CH:13][C:12]=3[Cl:18])[N:10]=2)[C:2]([NH:20][C:21]2[N:26]=[CH:25][N:24]=[C:23]([CH2:27][OH:28])[CH:22]=2)=[N:3][CH:4]=1.